This data is from Full USPTO retrosynthesis dataset with 1.9M reactions from patents (1976-2016). The task is: Predict the reactants needed to synthesize the given product. (1) Given the product [C:17]1([N:23]2[CH2:27][CH2:26][N:25]([CH2:15][C:12]3[CH:11]=[CH:10][C:9]([C:8]#[C:7][C:1]4[CH:2]=[CH:3][CH:4]=[CH:5][CH:6]=4)=[CH:14][N:13]=3)[C:24]2=[O:28])[CH:18]=[CH:19][CH:20]=[CH:21][CH:22]=1, predict the reactants needed to synthesize it. The reactants are: [C:1]1([C:7]#[C:8][C:9]2[CH:10]=[CH:11][C:12]([CH2:15]O)=[N:13][CH:14]=2)[CH:6]=[CH:5][CH:4]=[CH:3][CH:2]=1.[C:17]1([N:23]2[CH2:27][CH2:26][NH:25][C:24]2=[O:28])[CH:22]=[CH:21][CH:20]=[CH:19][CH:18]=1. (2) The reactants are: [Cl:1][C:2]1[CH:3]=[C:4]([C:8](=[O:15])[CH2:9][C:10]([O:12][CH2:13][CH3:14])=[O:11])[CH:5]=[CH:6][CH:7]=1.[H-].[Na+].[F:18][C:19]([F:32])([O:23][C:24]1[CH:25]=[C:26]([CH2:30]Br)[CH:27]=[CH:28][CH:29]=1)[CH:20]([F:22])[F:21].O. Given the product [Cl:1][C:2]1[CH:3]=[C:4]([C:8](=[O:15])[CH:9]([CH2:30][C:26]2[CH:27]=[CH:28][CH:29]=[C:24]([O:23][C:19]([F:18])([F:32])[CH:20]([F:21])[F:22])[CH:25]=2)[C:10]([O:12][CH2:13][CH3:14])=[O:11])[CH:5]=[CH:6][CH:7]=1, predict the reactants needed to synthesize it. (3) The reactants are: C(N(CC)CC)C.[NH2:8][C:9]1[CH:16]=[CH:15][C:12]([C:13]#[N:14])=[C:11]([C:17]([F:20])([F:19])[F:18])[CH:10]=1.Cl[C:22](Cl)([O:24][C:25](=[O:31])OC(Cl)(Cl)Cl)Cl.[CH3:33][O:34][C:35]1[CH:36]=[C:37]([C@:43]23[CH2:51][CH2:50][C@H:49]([NH2:52])[CH2:48][C@H:47]2[N:46]([CH3:53])[CH2:45][CH2:44]3)[CH:38]=[CH:39][C:40]=1[O:41][CH3:42]. Given the product [F:18][C:17]([F:20])([F:19])[C:25]([OH:24])=[O:31].[C:13]([C:12]1[CH:15]=[CH:16][C:9]([NH:8][C:22]([NH:52][C@@H:49]2[CH2:48][C@@H:47]3[C@@:43]([C:37]4[CH:38]=[CH:39][C:40]([O:41][CH3:42])=[C:35]([O:34][CH3:33])[CH:36]=4)([CH2:44][CH2:45][N:46]3[CH3:53])[CH2:51][CH2:50]2)=[O:24])=[CH:10][C:11]=1[C:17]([F:18])([F:19])[F:20])#[N:14], predict the reactants needed to synthesize it. (4) Given the product [C:22]1([C:6]2[CH:11]=[CH:10][C:9]3[C:8]([CH:7]=2)=[N:12][C:13]2[C:14](=[CH:18][CH:19]=[CH:20][CH:21]=2)[C:15]=3[Cl:3])[CH:27]=[CH:26][CH:25]=[CH:24][CH:23]=1, predict the reactants needed to synthesize it. The reactants are: P(Cl)(Cl)([Cl:3])=O.[C:6]1([C:22]2[CH:27]=[CH:26][CH:25]=[CH:24][CH:23]=2)[CH:11]=[CH:10][CH:9]=[C:8]([NH:12][C:13]2[CH:21]=[CH:20][CH:19]=[CH:18][C:14]=2[C:15](O)=O)[CH:7]=1.[NH4+].[OH-]. (5) Given the product [CH:25]1([NH:28][C:29]([C@H:31]2[CH2:35][CH2:34][N:33]([C:21]([C:6]3[CH:7]=[C:8]4[C:3](=[CH:4][CH:5]=3)[N:2]([CH3:1])[C:14]3[CH2:13][CH2:12][CH:11]([CH:15]5[CH2:16][CH2:17][O:18][CH2:19][CH2:20]5)[CH2:10][C:9]4=3)=[O:22])[CH2:32]2)=[O:30])[CH2:27][CH2:26]1, predict the reactants needed to synthesize it. The reactants are: [CH3:1][N:2]1[C:14]2[CH2:13][CH2:12][CH:11]([CH:15]3[CH2:20][CH2:19][O:18][CH2:17][CH2:16]3)[CH2:10][C:9]=2[C:8]2[C:3]1=[CH:4][CH:5]=[C:6]([C:21](O)=[O:22])[CH:7]=2.Cl.[CH:25]1([NH:28][C:29]([C@H:31]2[CH2:35][CH2:34][NH:33][CH2:32]2)=[O:30])[CH2:27][CH2:26]1.CN(C(ON1N=NC2C=CC=NC1=2)=[N+](C)C)C.F[P-](F)(F)(F)(F)F.C(N(CC)C(C)C)(C)C. (6) Given the product [CH3:45][C:37]1[C:36]([NH:35][C:34]2[C:31]([C:32]#[N:33])=[CH:30][N:29]=[CH:28][C:27]=2[C:22]2[CH:20]=[C:18]([CH2:19][N:5]3[CH2:6][CH2:7][N:2]([CH3:1])[CH2:3][CH2:4]3)[O:17][CH:23]=2)=[CH:44][CH:43]=[C:42]2[C:38]=1[CH:39]=[CH:40][NH:41]2, predict the reactants needed to synthesize it. The reactants are: [CH3:1][N:2]1[CH2:7][CH2:6][NH:5][CH2:4][CH2:3]1.[CH:18]([O:17]B([O:17][CH:18]([CH3:20])[CH3:19])[O:17][CH:18]([CH3:20])[CH3:19])([CH3:20])[CH3:19].[Li][CH2:22][CH2:23]CC.I[C:27]1[CH:28]=[N:29][CH:30]=[C:31]([C:34]=1[NH:35][C:36]1[C:37]([CH3:45])=[C:38]2[C:42](=[CH:43][CH:44]=1)[NH:41][CH:40]=[CH:39]2)[C:32]#[N:33].C([O-])([O-])=O.[Na+].[Na+]. (7) The reactants are: Cl[C:2]1[N:7]=[C:6]([NH:8][C@@H:9]2[CH2:14][CH2:13][CH2:12][CH2:11][C@@H:10]2[NH:15]C(=O)[O-])[CH:5]=[N:4][C:3]=1[C:19]#[N:20].[N:21]1[CH:26]=[CH:25][CH:24]=[N:23][C:22]=1[C:27]1[CH:28]=[C:29]([NH2:33])[CH:30]=[N:31][CH:32]=1.C(=O)([O-])[O-:35].[Cs+].[Cs+].C1C=CC(P(C2C(C3C(P(C4C=CC=CC=4)C4C=CC=CC=4)=CC=C4C=3C=CC=C4)=C3C(C=CC=C3)=CC=2)C2C=CC=CC=2)=CC=1.OS(O)(=O)=O. Given the product [NH2:15][C@H:10]1[CH2:11][CH2:12][CH2:13][CH2:14][C@H:9]1[NH:8][C:6]1[N:7]=[C:2]([NH:33][C:29]2[CH:30]=[N:31][CH:32]=[C:27]([C:22]3[N:23]=[CH:24][CH:25]=[CH:26][N:21]=3)[CH:28]=2)[C:3]([C:19]([NH2:20])=[O:35])=[N:4][CH:5]=1, predict the reactants needed to synthesize it. (8) Given the product [CH3:1][C:2]1[CH:3]=[C:4]([CH:24]=[O:27])[CH:5]=[C:6]2[C:10]=1[C:9](=[O:11])[N:8]([CH2:12][C:13]1[CH:18]=[CH:17][C:16]([O:19][C:20]([F:23])([F:22])[F:21])=[CH:15][CH:14]=1)[CH2:7]2, predict the reactants needed to synthesize it. The reactants are: [CH3:1][C:2]1[CH:3]=[C:4]([C:24]#N)[CH:5]=[C:6]2[C:10]=1[C:9](=[O:11])[N:8]([CH2:12][C:13]1[CH:18]=[CH:17][C:16]([O:19][C:20]([F:23])([F:22])[F:21])=[CH:15][CH:14]=1)[CH2:7]2.C(O)=[O:27]. (9) Given the product [Br:1][C:2]1[CH:7]=[CH:6][C:5]([CH2:8][N:9]2[CH:14]=[CH:13][C:12]3=[N:15][C:16]([C:18]4[CH:23]=[CH:22][CH:21]=[CH:20][CH:19]=4)=[N:17][C:11]3=[C:10]2[OH:25])=[CH:4][CH:3]=1, predict the reactants needed to synthesize it. The reactants are: [Br:1][C:2]1[CH:7]=[CH:6][C:5]([CH2:8][N:9]2[CH:14]=[CH:13][C:12]3=[N:15][C:16]([C:18]4[CH:23]=[CH:22][CH:21]=[CH:20][CH:19]=4)=[N:17][C:11]3=[C:10]2Cl)=[CH:4][CH:3]=1.[OH-:25].[Na+].O.Cl.